Dataset: Catalyst prediction with 721,799 reactions and 888 catalyst types from USPTO. Task: Predict which catalyst facilitates the given reaction. (1) Reactant: [Br:1][C:2]1[CH:7]=[CH:6][C:5]([C:8]([C:10]2[CH:15]=[CH:14][CH:13]=[C:12]([O:16]C)[CH:11]=2)=[O:9])=[CH:4][C:3]=1[F:18].[Al+3].[Cl-].[Cl-].[Cl-].Cl. Product: [Br:1][C:2]1[CH:7]=[CH:6][C:5]([C:8]([C:10]2[CH:15]=[CH:14][CH:13]=[C:12]([OH:16])[CH:11]=2)=[O:9])=[CH:4][C:3]=1[F:18]. The catalyst class is: 11. (2) Reactant: [Br:1][CH2:2][CH2:3][CH2:4][CH2:5][CH2:6][CH2:7][CH2:8][CH2:9][CH:10]=[O:11].[CH2:12](O)[CH2:13][OH:14].C1(C)C=CC(S(O)(=O)=O)=CC=1. Product: [Br:1][CH2:2][CH2:3][CH2:4][CH2:5][CH2:6][CH2:7][CH2:8][CH2:9][CH:10]1[O:14][CH2:13][CH2:12][O:11]1. The catalyst class is: 11. (3) Reactant: Cl.[C:2](=[NH:10])([O:7][CH2:8][CH3:9])[CH2:3][CH2:4][CH2:5][CH3:6].C(N(CC)CC)C.[Cl-].[C:19]([O:30][CH3:31])(=[O:29])[C:20]1[CH:28]=[CH:27][C:23]([C:24]([O-])=[O:25])=[CH:22][CH:21]=1. Product: [CH3:31][O:30][C:19](=[O:29])[C:20]1[CH:28]=[CH:27][C:23]([C:24]([N:10]=[C:2]([O:7][CH2:8][CH3:9])[CH2:3][CH2:4][CH2:5][CH3:6])=[O:25])=[CH:22][CH:21]=1. The catalyst class is: 11. (4) Reactant: [O:1]1[CH2:5][CH2:4][O:3][CH:2]1[C:6]1[N:11]=[C:10]2[NH:12][CH:13]=[CH:14][C:9]2=[CH:8][CH:7]=1. Product: [O:3]1[CH2:4][CH2:5][O:1][CH:2]1[C:6]1[N:11]=[C:10]2[NH:12][CH2:13][CH2:14][C:9]2=[CH:8][CH:7]=1. The catalyst class is: 592.